Predict the product of the given reaction. From a dataset of Forward reaction prediction with 1.9M reactions from USPTO patents (1976-2016). Given the reactants [Br:1][C:2]1[CH:3]=[C:4]([O:8][CH2:9][CH2:10][CH2:11][NH:12][CH3:13])[CH:5]=[N:6][CH:7]=1.[O:14]=[C:15]([OH:27])[C@@H:16]([C@H:18]([C@H:20]([C@@H:22]([C:24]([OH:26])=[O:25])[OH:23])[OH:21])[OH:19])[OH:17].O, predict the reaction product. The product is: [O:14]=[C:15]([OH:27])[C@@H:16]([C@H:18]([C@H:20]([C@@H:22]([C:24]([OH:26])=[O:25])[OH:23])[OH:21])[OH:19])[OH:17].[Br:1][C:2]1[CH:3]=[C:4]([O:8][CH2:9][CH2:10][CH2:11][NH:12][CH3:13])[CH:5]=[N:6][CH:7]=1.[Br:1][C:2]1[CH:3]=[C:4]([O:8][CH2:9][CH2:10][CH2:11][NH:12][CH3:13])[CH:5]=[N:6][CH:7]=1.